This data is from Forward reaction prediction with 1.9M reactions from USPTO patents (1976-2016). The task is: Predict the product of the given reaction. (1) Given the reactants [F:1][C:2]([F:8])([F:7])[C:3]([F:6])([F:5])I.C[Li].[Br-].[Li+].[Br:13][C:14]1[CH:19]=[C:18]([CH:20]=[CH:21][C:22](N(OC)C)=[O:23])[CH:17]=[CH:16][N:15]=1, predict the reaction product. The product is: [Br:13][C:14]1[CH:19]=[C:18]([CH:20]=[CH:21][C:22](=[O:23])[C:3]([F:6])([F:5])[C:2]([F:8])([F:7])[F:1])[CH:17]=[CH:16][N:15]=1. (2) Given the reactants S(Cl)([Cl:3])=O.CN(C)C=O.[CH:10]([N:13]([CH2:25][C:26]1[CH:31]=[CH:30][C:29]([C:32]2[N:33]=[C:34]([CH2:37]O)[S:35][CH:36]=2)=[CH:28][CH:27]=1)[C:14]1[CH:19]=[CH:18][C:17]([CH:20]([CH2:23][CH3:24])[CH2:21][CH3:22])=[CH:16][CH:15]=1)([CH3:12])[CH3:11], predict the reaction product. The product is: [ClH:3].[CH:10]([N:13]([CH2:25][C:26]1[CH:31]=[CH:30][C:29]([C:32]2[N:33]=[C:34]([CH2:37][Cl:3])[S:35][CH:36]=2)=[CH:28][CH:27]=1)[C:14]1[CH:19]=[CH:18][C:17]([CH:20]([CH2:23][CH3:24])[CH2:21][CH3:22])=[CH:16][CH:15]=1)([CH3:12])[CH3:11]. (3) Given the reactants [CH3:1][C:2]1[C:3]([CH2:36][C:37]([O:39][CH3:40])=[O:38])=[C:4]2[N:28]3[C:29](=[CH:31][C:26](=[N:27]3)[C:25]3=[CH:32][N:22]([N:23]=[CH:24]3)[CH2:21][C:20]3[CH:19]=[CH:18][CH:17]=[CH:16][C:15]=3[O:14][CH2:13][CH:12]=[CH:11][CH2:10][CH2:9][C:8]3([CH3:35])[CH2:33][CH2:34][N:5]2[CH2:6][CH2:7]3)[N:30]=1.CC([OH:44])C.C(=O)=O.C[Si]([N-][Si](C)(C)C)(C)C.[K+].C1(C2ON2S(C2C=CC=CC=2)(=O)=O)C=CC=CC=1.C(=O)(O)[O-].[Na+].CC(OI1(OC(C)=O)(OC(C)=O)OC(=O)C2C=CC=CC1=2)=O, predict the reaction product. The product is: [CH3:1][C:2]1[C:3]([C:36](=[O:44])[C:37]([O:39][CH3:40])=[O:38])=[C:4]2[N:28]3[C:29](=[CH:31][C:26](=[N:27]3)[C:25]3=[CH:32][N:22]([N:23]=[CH:24]3)[CH2:21][C:20]3[CH:19]=[CH:18][CH:17]=[CH:16][C:15]=3[O:14][CH2:13][CH:12]=[CH:11][CH2:10][CH2:9][C:8]3([CH3:35])[CH2:7][CH2:6][N:5]2[CH2:34][CH2:33]3)[N:30]=1. (4) The product is: [O:4]=[C:5]1[CH2:8][C:7]([CH2:33][C:34]([OH:36])=[O:35])([C:9]2[CH:10]=[CH:11][C:12]([O:15][CH2:16][C:17]3[CH:32]=[CH:31][C:20]4[S:21][CH:22]=[C:23]([C:24]5[CH:29]=[CH:28][CH:27]=[CH:26][C:25]=5[CH3:30])[C:19]=4[CH:18]=3)=[CH:13][CH:14]=2)[CH2:6]1. Given the reactants C([O:4][CH:5]1[CH2:8][C:7]([CH2:33][C:34]([O:36]CC)=[O:35])([C:9]2[CH:14]=[CH:13][C:12]([O:15][CH2:16][C:17]3[CH:32]=[CH:31][C:20]4[S:21][CH:22]=[C:23]([C:24]5[CH:29]=[CH:28][CH:27]=[CH:26][C:25]=5[CH3:30])[C:19]=4[CH:18]=3)=[CH:11][CH:10]=2)[CH2:6]1)(=O)C.[Li+].[OH-].Cl, predict the reaction product. (5) The product is: [CH3:1][O:2][C:3](=[O:13])[C:4]1[CH:9]=[CH:8][C:7]([CH:10]=[O:11])=[C:6]([O:12][CH2:21][CH2:22][O:23][CH3:24])[CH:5]=1. Given the reactants [CH3:1][O:2][C:3](=[O:13])[C:4]1[CH:9]=[CH:8][C:7]([CH:10]=[O:11])=[C:6]([OH:12])[CH:5]=1.C([O-])([O-])=O.[K+].[K+].Br[CH2:21][CH2:22][O:23][CH3:24], predict the reaction product. (6) Given the reactants [Cl:1][C:2]1[C:7]([NH2:8])=[C:6]([CH3:9])[CH:5]=[CH:4][N:3]=1.[C:10](Cl)(Cl)=[S:11].C(N(C(C)C)C(C)C)C, predict the reaction product. The product is: [Cl:1][C:2]1[C:7]([N:8]=[C:10]=[S:11])=[C:6]([CH3:9])[CH:5]=[CH:4][N:3]=1. (7) Given the reactants [ClH:1].[CH3:2][O:3][C:4]1[CH:53]=[CH:52][C:7]([C:8]([N:10]2[CH2:15][CH2:14][CH:13]([CH2:16][N:17]3[CH2:22][CH2:21][N:20]([CH2:23][CH:24]4[CH2:29][CH2:28][N:27]([C:30](=[O:51])[C:31]5[CH:36]=[CH:35][C:34]([O:37][CH3:38])=[C:33]([C:39]6[CH:44]=[C:43]([O:45][CH3:46])[C:42]([O:47][CH3:48])=[C:41]([O:49][CH3:50])[CH:40]=6)[CH:32]=5)[CH2:26][CH2:25]4)[CH2:19][CH2:18]3)[CH2:12][CH2:11]2)=[O:9])=[CH:6][C:5]=1[C:54]1[CH:59]=[C:58]([O:60][CH3:61])[C:57]([O:62][CH3:63])=[C:56]([O:64][CH3:65])[CH:55]=1, predict the reaction product. The product is: [ClH:1].[ClH:1].[CH3:38][O:37][C:34]1[CH:35]=[CH:36][C:31]([C:30]([N:27]2[CH2:26][CH2:25][CH:24]([CH2:23][N:20]3[CH2:19][CH2:18][N:17]([CH2:16][CH:13]4[CH2:14][CH2:15][N:10]([C:8](=[O:9])[C:7]5[CH:52]=[CH:53][C:4]([O:3][CH3:2])=[C:5]([C:54]6[CH:59]=[C:58]([O:60][CH3:61])[C:57]([O:62][CH3:63])=[C:56]([O:64][CH3:65])[CH:55]=6)[CH:6]=5)[CH2:11][CH2:12]4)[CH2:22][CH2:21]3)[CH2:29][CH2:28]2)=[O:51])=[CH:32][C:33]=1[C:39]1[CH:44]=[C:43]([O:45][CH3:46])[C:42]([O:47][CH3:48])=[C:41]([O:49][CH3:50])[CH:40]=1.